From a dataset of NCI-60 drug combinations with 297,098 pairs across 59 cell lines. Regression. Given two drug SMILES strings and cell line genomic features, predict the synergy score measuring deviation from expected non-interaction effect. Drug 1: CCC1=C2CN3C(=CC4=C(C3=O)COC(=O)C4(CC)O)C2=NC5=C1C=C(C=C5)O. Drug 2: B(C(CC(C)C)NC(=O)C(CC1=CC=CC=C1)NC(=O)C2=NC=CN=C2)(O)O. Cell line: MCF7. Synergy scores: CSS=25.7, Synergy_ZIP=-10.7, Synergy_Bliss=0.716, Synergy_Loewe=-6.69, Synergy_HSA=1.03.